Dataset: Reaction yield outcomes from USPTO patents with 853,638 reactions. Task: Predict the reaction yield, written as a fraction of the theoretical maximum amount of product (1.0 means a 100% yield; for example, 0.34 means a 34% yield). (1) The reactants are [N:1]1[CH:6]=[CH:5][CH:4]=[CH:3][C:2]=1[N:7]1[CH2:12][CH2:11][N:10](C(OC(C)(C)C)=O)[CH2:9][CH2:8]1.[OH-].[Na+]. The catalyst is C(Cl)Cl.C(O)(C(F)(F)F)=O. The product is [N:1]1[CH:6]=[CH:5][CH:4]=[CH:3][C:2]=1[N:7]1[CH2:8][CH2:9][NH:10][CH2:11][CH2:12]1. The yield is 0.970. (2) The reactants are [CH3:1][C:2]1[N:10]=[CH:9][CH:8]=[CH:7][C:3]=1[C:4](O)=[O:5].C(N1C=CN=C1)([N:13]1C=CN=C1)=O. The catalyst is C(Cl)Cl. The product is [CH3:1][C:2]1[N:10]=[CH:9][CH:8]=[CH:7][C:3]=1[C:4]([NH2:13])=[O:5]. The yield is 0.760. (3) The reactants are [CH3:1][C:2]1[N:7]=[C:6]([NH:8][S:9]([C:12]2(O)[CH:17]=[CH:16][C:15]([C:18]3[CH:23]=[CH:22][CH:21]=[CH:20][CH:19]=3)=[CH:14][CH2:13]2)(=[O:11])=[O:10])[CH:5]=[CH:4][CH:3]=1.C1(P(C2C=CC=CC=2)C2C=CC=CC=2)C=CC=CC=1.CCOC(/N=N/C([O:53][CH2:54][CH3:55])=O)=O.CCOCC.[NH2:61]N. The catalyst is C1COCC1.CO. The product is [CH3:1][C:2]1[N:7]=[C:6]([NH:8][S:9]([C:12]2[CH:17]=[CH:16][C:15]([C:18]3[CH:23]=[CH:22][C:21]([O:53][CH2:54][CH2:55][NH2:61])=[CH:20][CH:19]=3)=[CH:14][CH:13]=2)(=[O:11])=[O:10])[CH:5]=[CH:4][CH:3]=1. The yield is 0.520. (4) The catalyst is C(C#N)(C)=O. The yield is 0.600. The product is [CH2:47]([N+:42]([CH2:3][CH2:2][CH2:10][CH3:9])([CH2:38][CH2:39][CH2:40][CH3:41])[CH2:43][CH2:44][CH2:45][CH3:46])[CH2:48][CH2:49][CH3:50].[O:31]([CH2:12][C:11]([N:7]1[C:8]2[C:4](=[CH:3][C:2]([Br:1])=[CH:10][CH:9]=2)[C:5](/[C:15](/[C:27]#[N:28])=[CH:16]/[C:17]2[CH:18]=[C:19]([C:20]#[N:21])[CH:22]=[CH:23][C:24]=2[O:25][CH3:26])=[CH:6]1)=[O:14])[P:30]([O:33][P:34]([O-:37])([O-:36])=[O:35])(=[O:29])[O-:32].[CH2:60]([N+:55]([CH2:64][CH2:65][CH2:66][CH3:67])([CH2:51][CH2:52][CH2:53][CH3:54])[CH2:56][CH2:57][CH2:58][CH3:59])[CH2:61][CH2:62][CH3:63].[CH2:73]([N+:68]([CH2:77][CH2:78][CH2:79][CH3:80])([CH2:64][CH2:65][CH2:66][CH3:67])[CH2:69][CH2:70][CH2:71][CH3:72])[CH2:74][CH2:75][CH3:76]. The reactants are [Br:1][C:2]1[CH:3]=[C:4]2[C:8](=[CH:9][CH:10]=1)[N:7]([C:11](=[O:14])[CH2:12]Br)[CH:6]=[C:5]2/[C:15](/[C:27]#[N:28])=[CH:16]/[C:17]1[CH:18]=[C:19]([CH:22]=[CH:23][C:24]=1[O:25][CH3:26])[C:20]#[N:21].[O-:29][P:30]([O:33][P:34]([O-:37])([O-:36])=[O:35])(=[O:32])[O-:31].[CH2:38]([NH+:42]([CH2:47][CH2:48][CH2:49][CH3:50])[CH2:43][CH2:44][CH2:45][CH3:46])[CH2:39][CH2:40][CH3:41].[CH2:51]([NH+:55]([CH2:60][CH2:61][CH2:62][CH3:63])[CH2:56][CH2:57][CH2:58][CH3:59])[CH2:52][CH2:53][CH3:54].[CH2:64]([NH+:68]([CH2:73][CH2:74][CH2:75][CH3:76])[CH2:69][CH2:70][CH2:71][CH3:72])[CH2:65][CH2:66][CH3:67].[CH2:77]([NH+](CCCC)CCCC)[CH2:78][CH2:79][CH3:80].